From a dataset of Reaction yield outcomes from USPTO patents with 853,638 reactions. Predict the reaction yield, written as a fraction of the theoretical maximum amount of product (1.0 means a 100% yield; for example, 0.34 means a 34% yield). (1) The product is [CH3:3][O:4][CH:5]1[CH2:6][CH2:7][CH:8]([N:11]2[C:16](=[O:17])[C:15]([CH2:18][C:19]3[CH:24]=[CH:23][C:22]([C:25]4[C:26]([C:31]#[N:32])=[CH:27][CH:28]=[CH:29][CH:30]=4)=[CH:21][CH:20]=3)=[C:14]([CH2:33][CH2:34][CH3:35])[N:13]3[N:36]=[CH:37][N:38]=[C:12]23)[CH2:9][CH2:10]1. The yield is 0.280. The catalyst is C(OCC)(=O)C.CN(C)C=O.O1CCCC1. The reactants are O1[C:5]2([CH2:10][CH2:9][CH:8]([N:11]3[C:16](=[O:17])[C:15]([CH2:18][C:19]4[CH:24]=[CH:23][C:22]([C:25]5[C:26]([C:31]#[N:32])=[CH:27][CH:28]=[CH:29][CH:30]=5)=[CH:21][CH:20]=4)=[C:14]([CH2:33][CH2:34][CH3:35])[N:13]4[N:36]=[CH:37][N:38]=[C:12]34)[CH2:7][CH2:6]2)[O:4][CH2:3]C1.Cl.CI.[H-].[Na+]. (2) The yield is 0.845. The reactants are C[Si]([C:5]#[C:6][C:7]1[CH:12]=[CH:11][C:10]([C:13]2[C:14]([C:18]3[CH:23]=[CH:22][N:21]=[CH:20][CH:19]=3)=[N:15][NH:16][CH:17]=2)=[CH:9][CH:8]=1)(C)C.CCCC[N+](CCCC)(CCCC)CCCC.[F-].C1COCC1. The product is [C:6]([C:7]1[CH:8]=[CH:9][C:10]([C:13]2[C:14]([C:18]3[CH:23]=[CH:22][N:21]=[CH:20][CH:19]=3)=[N:15][NH:16][CH:17]=2)=[CH:11][CH:12]=1)#[CH:5]. The catalyst is C1COCC1.CC(=O)OCC. (3) The reactants are [CH3:1][N:2]([CH3:32])[C:3]1[N:12]=[C:11]([NH:13][CH2:14][C:15]2[CH:20]=[CH:19][C:18]([NH:21][C:22](=[O:30])[C:23]3[CH:28]=[CH:27][C:26]([F:29])=[CH:25][CH:24]=3)=[CH:17][CH:16]=2)[C:10]2[C:5](=[CH:6][C:7](I)=[CH:8][CH:9]=2)[N:4]=1.[CH:33](/B(O)O)=[CH:34]\[CH2:35][CH2:36][CH2:37][CH3:38].Cl. No catalyst specified. The product is [CH3:1][N:2]([CH3:32])[C:3]1[N:12]=[C:11]([NH:13][CH2:14][C:15]2[CH:20]=[CH:19][C:18]([NH:21][C:22](=[O:30])[C:23]3[CH:28]=[CH:27][C:26]([F:29])=[CH:25][CH:24]=3)=[CH:17][CH:16]=2)[C:10]2[C:5](=[CH:6][C:7](/[CH:33]=[CH:34]/[CH2:35][CH2:36][CH2:37][CH3:38])=[CH:8][CH:9]=2)[N:4]=1. The yield is 0.550. (4) The catalyst is CS(C)=O.O. The product is [CH3:8][C:6]1[CH:5]=[C:4]([CH3:9])[N:3]=[C:2]([N:10]2[CH2:15][CH2:14][NH:13][CH2:12][CH2:11]2)[CH:7]=1. The yield is 0.520. The reactants are Cl[C:2]1[CH:7]=[C:6]([CH3:8])[CH:5]=[C:4]([CH3:9])[N:3]=1.[NH:10]1[CH2:15][CH2:14][NH:13][CH2:12][CH2:11]1. (5) The yield is 0.300. The product is [CH:20]([C:14]1[CH:13]=[CH:12][C:11]2[C:16](=[C:17]([C:18]#[N:19])[C:8]([O:7][CH2:6][O:5][CH3:4])=[CH:9][CH:10]=2)[N:15]=1)=[O:2]. The catalyst is C1(C)C=CC=C(C)C=1. The reactants are [Se](=O)=[O:2].[CH3:4][O:5][CH2:6][O:7][C:8]1[C:17]([C:18]#[N:19])=[C:16]2[C:11]([CH:12]=[CH:13][C:14]([CH3:20])=[N:15]2)=[CH:10][CH:9]=1.